Task: Predict the product of the given reaction.. Dataset: Forward reaction prediction with 1.9M reactions from USPTO patents (1976-2016) (1) The product is: [Cl:3][C:4]1[CH:9]=[CH:8][C:7]([CH:10]([C:28]2[CH:29]=[CH:30][C:31]([CH2:34][OH:35])=[CH:32][CH:33]=2)[N:11]2[CH2:12][C:13](=[C:15]([C:20]3[CH:21]=[C:22]([F:27])[CH:23]=[C:24]([F:26])[CH:25]=3)[S:16]([CH3:19])(=[O:18])=[O:17])[CH2:14]2)=[CH:6][CH:5]=1. Given the reactants [BH4-].[Na+].[Cl:3][C:4]1[CH:9]=[CH:8][C:7]([CH:10]([C:28]2[CH:33]=[CH:32][C:31]([CH:34]=[O:35])=[CH:30][CH:29]=2)[N:11]2[CH2:14][C:13](=[C:15]([C:20]3[CH:25]=[C:24]([F:26])[CH:23]=[C:22]([F:27])[CH:21]=3)[S:16]([CH3:19])(=[O:18])=[O:17])[CH2:12]2)=[CH:6][CH:5]=1.O, predict the reaction product. (2) Given the reactants C[O:2][C:3](=[O:28])[C:4]1[CH:9]=[CH:8][C:7]([CH:10]([S:18][C:19]2[CH:24]=[C:23]([CH3:25])[C:22]([Br:26])=[C:21]([CH3:27])[CH:20]=2)[CH2:11][CH2:12][CH2:13][C:14]([F:17])([F:16])[F:15])=[CH:6][CH:5]=1.Cl, predict the reaction product. The product is: [Br:26][C:22]1[C:23]([CH3:25])=[CH:24][C:19]([S:18][CH:10]([C:7]2[CH:6]=[CH:5][C:4]([C:3]([OH:28])=[O:2])=[CH:9][CH:8]=2)[CH2:11][CH2:12][CH2:13][C:14]([F:16])([F:17])[F:15])=[CH:20][C:21]=1[CH3:27]. (3) Given the reactants [CH2:1]([O:3][C:4]([C:6]1[NH:10][C:9]([C:11]([OH:13])=O)=[CH:8][C:7]=1[CH3:14])=[O:5])[CH3:2].CCN(C(C)C)C(C)C.[CH2:24]([CH2:26][NH2:27])[OH:25].CN(C(ON1N=NC2C=CC=NC1=2)=[N+](C)C)C.F[P-](F)(F)(F)(F)F, predict the reaction product. The product is: [OH:25][CH2:24][CH2:26][NH:27][C:11]([C:9]1[NH:10][C:6]([C:4]([O:3][CH2:1][CH3:2])=[O:5])=[C:7]([CH3:14])[CH:8]=1)=[O:13]. (4) Given the reactants [CH3:1][O:2][C:3](=[O:12])[CH:4](Br)[C:5]1[CH:10]=[CH:9][CH:8]=[CH:7][CH:6]=1.[O:13]1[CH:17]=[CH:16][CH:15]=[C:14]1B(O)O.C(=O)([O-])[O-].[Na+].[Na+], predict the reaction product. The product is: [CH3:1][O:2][C:3](=[O:12])[CH2:4][C:5]1[CH:10]=[CH:9][CH:8]=[C:7]([C:14]2[O:13][CH:17]=[CH:16][CH:15]=2)[CH:6]=1. (5) Given the reactants [Cl:1][C:2]1[C:3]([OH:11])=[C:4](B(O)O)[CH:5]=[CH:6][CH:7]=1.Br[C:13]1[C:18]([Br:19])=[CH:17][CH:16]=[CH:15][N:14]=1.C(=O)([O-])[O-].[K+].[K+], predict the reaction product. The product is: [Br:19][C:18]1[C:13]([C:4]2[CH:5]=[CH:6][CH:7]=[C:2]([Cl:1])[C:3]=2[OH:11])=[N:14][CH:15]=[CH:16][CH:17]=1.